Dataset: Full USPTO retrosynthesis dataset with 1.9M reactions from patents (1976-2016). Task: Predict the reactants needed to synthesize the given product. (1) Given the product [CH3:11][O:12][C:13]([C:15]1[CH:20]=[CH:19][C:18]([C:2]2[CH:10]=[CH:9][C:5]([C:6]([OH:8])=[O:7])=[CH:4][CH:3]=2)=[CH:17][CH:16]=1)=[O:14], predict the reactants needed to synthesize it. The reactants are: Br[C:2]1[CH:10]=[CH:9][C:5]([C:6]([OH:8])=[O:7])=[CH:4][CH:3]=1.[CH3:11][O:12][C:13]([C:15]1[CH:20]=[CH:19][C:18](B(O)O)=[CH:17][CH:16]=1)=[O:14].C(=O)([O-])[O-].[K+].[K+]. (2) Given the product [F:35][CH:4]([F:3])[C:5]1[CH:6]=[C:7]([N:11]2[C:16]3[CH2:17][CH2:18][C:19](=[O:20])[C:15]=3[CH:14]([C:21]3[CH:28]=[CH:27][C:24]([C:25]#[N:26])=[CH:23][C:22]=3[S:29]([CH2:32][CH3:33])(=[O:31])=[O:30])[N:13]([CH3:36])[C:12]2=[O:34])[CH:8]=[CH:9][CH:10]=1, predict the reactants needed to synthesize it. The reactants are: CI.[F:3][CH:4]([F:35])[C:5]1[CH:6]=[C:7]([N:11]2[C:16]3[CH2:17][CH2:18][C:19](=[O:20])[C:15]=3[CH:14]([C:21]3[CH:28]=[CH:27][C:24]([C:25]#[N:26])=[CH:23][C:22]=3[S:29]([CH2:32][CH3:33])(=[O:31])=[O:30])[NH:13][C:12]2=[O:34])[CH:8]=[CH:9][CH:10]=1.[C:36](=O)([O-])[O-].[Cs+].[Cs+]. (3) Given the product [Cl:27][C:24]1[CH:25]=[CH:26][C:21]([C:13]2[C:12](=[O:28])[C:11]3[CH:10]=[CH:9][C:8]4[N:5]=[C:1]([CH3:2])[O:3][C:17]=4[C:16]=3[O:15][C:14]=2[CH:18]([CH3:20])[CH3:19])=[CH:22][CH:23]=1, predict the reactants needed to synthesize it. The reactants are: [C:1](O)(=[O:3])[CH3:2].[N:5]([C:8]1[CH:17]=[C:16]2[C:11]([C:12](=[O:28])[C:13]([C:21]3[CH:26]=[CH:25][C:24]([Cl:27])=[CH:23][CH:22]=3)=[C:14]([CH:18]([CH3:20])[CH3:19])[O:15]2)=[CH:10][CH:9]=1)=[N+]=[N-].